Predict which catalyst facilitates the given reaction. From a dataset of Catalyst prediction with 721,799 reactions and 888 catalyst types from USPTO. (1) Reactant: C([O:3][C:4]([C:6]1[C:15]2[C:10](=[CH:11][C:12]([O:29][CH3:30])=[C:13]([O:16][CH2:17][CH2:18][C:19]3[CH:28]=[CH:27][C:26]4[C:21](=[CH:22][CH:23]=[CH:24][CH:25]=4)[N:20]=3)[CH:14]=2)[C:9](=[O:31])[N:8]([CH2:32][CH3:33])[C:7]=1C)=[O:5])C.[OH-].[Na+]. Product: [CH2:32]([N:8]1[CH:7]=[C:6]([C:4]([OH:5])=[O:3])[C:15]2[C:10](=[CH:11][C:12]([O:29][CH3:30])=[C:13]([O:16][CH2:17][CH2:18][C:19]3[CH:28]=[CH:27][C:26]4[C:21](=[CH:22][CH:23]=[CH:24][CH:25]=4)[N:20]=3)[CH:14]=2)[C:9]1=[O:31])[CH3:33]. The catalyst class is: 24. (2) Reactant: N(CC1C=CC(C2C=CC(N3CC(C[NH:23][C:24](=[O:26])[CH3:25])OC3=O)=CC=2F)=CC=1)=[N+]=[N-].C(N(CC)CC)C.[C:47]([O:46][C:44](O[C:44]([O:46][C:47]([CH3:50])([CH3:49])[CH3:48])=[O:45])=[O:45])([CH3:50])([CH3:49])[CH3:48]. Product: [C:44]([CH2:25][C:24]([NH2:23])=[O:26])([O:46][C:47]([CH3:48])([CH3:49])[CH3:50])=[O:45]. The catalyst class is: 172.